Dataset: Peptide-MHC class I binding affinity with 185,985 pairs from IEDB/IMGT. Task: Regression. Given a peptide amino acid sequence and an MHC pseudo amino acid sequence, predict their binding affinity value. This is MHC class I binding data. (1) The peptide sequence is RAKSPTRQS. The MHC is HLA-A30:01 with pseudo-sequence HLA-A30:01. The binding affinity (normalized) is 0.486. (2) The peptide sequence is SSFITGSV. The MHC is H-2-Kb with pseudo-sequence H-2-Kb. The binding affinity (normalized) is 0.580. (3) The peptide sequence is ATTFVTPMLR. The MHC is HLA-A68:01 with pseudo-sequence HLA-A68:01. The binding affinity (normalized) is 0.743. (4) The peptide sequence is ETDQMDTIY. The MHC is HLA-B18:01 with pseudo-sequence HLA-B18:01. The binding affinity (normalized) is 0.527. (5) The peptide sequence is FPREGVFVF. The binding affinity (normalized) is 0.0847. The MHC is HLA-B58:01 with pseudo-sequence HLA-B58:01.